Dataset: Catalyst prediction with 721,799 reactions and 888 catalyst types from USPTO. Task: Predict which catalyst facilitates the given reaction. (1) Reactant: [CH3:1][OH:2].[H-].[Na+].[F:5][C:6]1[CH:14]=[C:13]([N+:15]([O-:17])=[O:16])[C:12](F)=[CH:11][C:7]=1[C:8]([NH2:10])=[O:9]. Product: [F:5][C:6]1[CH:14]=[C:13]([N+:15]([O-:17])=[O:16])[C:12]([O:2][CH3:1])=[CH:11][C:7]=1[C:8]([NH2:10])=[O:9]. The catalyst class is: 569. (2) Reactant: [CH3:1][C:2]1[CH:3]=[C:4]([NH:8][C:9]#[C:10][Si](C)(C)C)[CH:5]=[N:6][CH:7]=1.CC([O-])(C)C.[K+].O. The catalyst class is: 37. Product: [CH3:1][C:2]1[CH:3]=[C:4]2[NH:8][CH:9]=[CH:10][C:5]2=[N:6][CH:7]=1. (3) Reactant: [CH3:1][NH2:2].CO.[I:5][C:6]1[CH:11]=[CH:10][C:9]([C:12]([NH:14][CH:15]([C:21]([O:23]CC)=O)[C:16]([O:18][CH2:19]C)=[O:17])=[O:13])=[CH:8][CH:7]=1. Product: [I:5][C:6]1[CH:11]=[CH:10][C:9]([C:12](=[O:13])[NH:14][CH:15]([C:21]([NH:2][CH3:1])=[O:23])[C:16]([O:18][CH3:19])=[O:17])=[CH:8][CH:7]=1. The catalyst class is: 5.